Dataset: Forward reaction prediction with 1.9M reactions from USPTO patents (1976-2016). Task: Predict the product of the given reaction. (1) Given the reactants [NH2:1][C:2]1[CH:3]=[CH:4][CH:5]=[C:6]2[C:11]=1[N:10]=[CH:9][CH:8]=[CH:7]2.[CH2:12]([S:16](Cl)(=[O:18])=[O:17])[CH2:13][CH2:14][CH3:15], predict the reaction product. The product is: [CH2:12]([S:16]([NH:1][C:2]1[CH:3]=[CH:4][CH:5]=[C:6]2[C:11]=1[N:10]=[CH:9][CH:8]=[CH:7]2)(=[O:18])=[O:17])[CH2:13][CH2:14][CH3:15]. (2) The product is: [O:1]1[C:5]2[CH:6]=[CH:7][C:8]([CH2:10][CH2:11][CH2:12][C:13](=[O:15])[CH2:14][C:16](=[O:22])[C:17]([O:19][CH2:20][CH3:21])=[O:18])=[CH:9][C:4]=2[O:3][CH2:2]1. Given the reactants [O:1]1[C:5]2[CH:6]=[CH:7][C:8]([CH2:10][CH2:11][CH2:12][C:13](=[O:15])[CH3:14])=[CH:9][C:4]=2[O:3][CH2:2]1.[C:16](OCC)(=[O:22])[C:17]([O:19][CH2:20][CH3:21])=[O:18].[O-]CC.[Na+].Cl, predict the reaction product. (3) Given the reactants Cl[C:2]1[CH:13]=[CH:12][CH:11]=[C:10](Cl)[C:3]=1[O:4][CH2:5][CH2:6][C@H:7]([NH2:9])[CH3:8].[F:15][C:16]([F:25])([F:24])C1C=CC=CC=1O, predict the reaction product. The product is: [F:15][C:16]([F:25])([F:24])[C:2]1[CH:13]=[CH:12][CH:11]=[CH:10][C:3]=1[O:4][CH2:5][CH2:6][C@H:7]([NH2:9])[CH3:8].